This data is from Peptide-MHC class II binding affinity with 134,281 pairs from IEDB. The task is: Regression. Given a peptide amino acid sequence and an MHC pseudo amino acid sequence, predict their binding affinity value. This is MHC class II binding data. (1) The peptide sequence is ACQGVGGPSHKARVLAEA. The MHC is DRB1_0405 with pseudo-sequence DRB1_0405. The binding affinity (normalized) is 0.234. (2) The peptide sequence is YDAFLANVSTVLTGK. The MHC is DRB1_0101 with pseudo-sequence DRB1_0101. The binding affinity (normalized) is 0.858.